From a dataset of Full USPTO retrosynthesis dataset with 1.9M reactions from patents (1976-2016). Predict the reactants needed to synthesize the given product. (1) The reactants are: [NH2:1][CH2:2][CH:3]([C:5]1[CH:10]=[CH:9][CH:8]=[C:7]([Cl:11])[CH:6]=1)[OH:4].[CH3:12][C:13]([O:16][C:17](O[C:17]([O:16][C:13]([CH3:15])([CH3:14])[CH3:12])=[O:18])=[O:18])([CH3:15])[CH3:14]. Given the product [C:13]([O:16][C:17](=[O:18])[NH:1][CH2:2][CH:3]([C:5]1[CH:10]=[CH:9][CH:8]=[C:7]([Cl:11])[CH:6]=1)[OH:4])([CH3:15])([CH3:14])[CH3:12], predict the reactants needed to synthesize it. (2) Given the product [CH2:1]([O:3][C:4](=[O:26])[CH2:5][C:7]1[C:15]2[C:10](=[CH:11][C:12]([OH:16])=[CH:13][CH:14]=2)[N:9]([CH2:24][CH3:25])[CH:8]=1)[CH3:2], predict the reactants needed to synthesize it. The reactants are: [CH2:1]([O:3][C:4](=[O:26])[C:5]([C:7]1[C:15]2[C:10](=[CH:11][C:12]([O:16]CC3C=CC=CC=3)=[CH:13][CH:14]=2)[N:9]([CH2:24][CH3:25])[CH:8]=1)=O)[CH3:2]. (3) Given the product [CH:10]1[CH:11]=[CH:12][C:13]2[C:14](=[O:16])[C:15]3[C:2]4=[N:1][S:19][N:18]=[C:3]4[CH:4]=[CH:5][C:6]=3[C:7](=[O:17])[C:8]=2[CH:9]=1, predict the reactants needed to synthesize it. The reactants are: [NH2:1][C:2]1[C:15]2[C:14](=[O:16])[C:13]3[C:8](=[CH:9][CH:10]=[CH:11][CH:12]=3)[C:7](=[O:17])[C:6]=2[CH:5]=[CH:4][C:3]=1[NH2:18].[S:19](Cl)(Cl)=O.C(N(CC)CC)C. (4) Given the product [CH3:57][C:51]1[CH:52]=[CH:53][C:54]([CH3:56])=[CH:55][C:50]=1[N:47]1[CH2:46][CH2:45][NH:44][CH2:49][CH2:48]1, predict the reactants needed to synthesize it. The reactants are: C(OC(N1CC[C@H](C2C=CC=CC=2)[C@H](C(O)=O)C1)=O)(C)(C)C.C(OC(N1CC[C@H](C2C=CC=CC=2)[C@H](C([N:44]2[CH2:49][CH2:48][N:47]([C:50]3[CH:55]=[C:54]([CH3:56])[CH:53]=[CH:52][C:51]=3[CH3:57])[CH2:46][CH2:45]2)=O)C1)=O)(C)(C)C. (5) Given the product [F:29][C:26]([F:27])([F:28])[C:24]1[CH:23]=[C:22]([C:30]2[CH:31]=[N:32][C:33]([C:36]([F:38])([F:37])[F:39])=[CH:34][CH:35]=2)[N:21]=[C:20]([C:18]2[CH:17]=[CH:16][N:15]=[C:14]([C:11]3[S:10][C:9]([S:6]([NH2:5])(=[O:8])=[O:7])=[CH:13][CH:12]=3)[CH:19]=2)[N:25]=1, predict the reactants needed to synthesize it. The reactants are: C([NH:5][S:6]([C:9]1[S:10][C:11]([C:14]2[CH:19]=[C:18]([C:20]3[N:25]=[C:24]([C:26]([F:29])([F:28])[F:27])[CH:23]=[C:22]([C:30]4[CH:31]=[N:32][C:33]([C:36]([F:39])([F:38])[F:37])=[CH:34][CH:35]=4)[N:21]=3)[CH:17]=[CH:16][N:15]=2)=[CH:12][CH:13]=1)(=[O:8])=[O:7])(C)(C)C.C(O)(C(F)(F)F)=O. (6) Given the product [Cl:57][CH2:56][CH:34]1[C:33]2[C:32]3[CH:58]=[CH:59][CH:60]=[CH:61][C:31]=3[C:30]([NH2:29])=[CH:38][C:37]=2[N:36]([C:39]([C:41]2[NH:42][C:43]3[C:48]([CH:49]=2)=[CH:47][C:46]([O:50][CH3:51])=[C:45]([O:52][CH3:53])[C:44]=3[O:54][CH3:55])=[O:40])[CH2:35]1, predict the reactants needed to synthesize it. The reactants are: C1(S(O)=O)C=CC=CC=1.[Na].C12(CS(O)(=O)=O)C(C)(C)C(CC1)CC2=O.C([NH:29][C:30]1[C:31]2[CH:61]=[CH:60][CH:59]=[CH:58][C:32]=2[C:33]2[CH:34]([CH2:56][Cl:57])[CH2:35][N:36]([C:39]([C:41]3[NH:42][C:43]4[C:48]([CH:49]=3)=[CH:47][C:46]([O:50][CH3:51])=[C:45]([O:52][CH3:53])[C:44]=4[O:54][CH3:55])=[O:40])[C:37]=2[CH:38]=1)C=C. (7) Given the product [CH3:22][C:3]1[C:2]([NH:28][CH:26]2[CH2:27][N:24]([CH3:23])[CH2:25]2)=[N:11][C:10]2[C:5](=[CH:6][CH:7]=[CH:8][C:9]=2[C:12]2[NH:20][C:19]3[CH2:18][CH2:17][NH:16][C:15](=[O:21])[C:14]=3[CH:13]=2)[N:4]=1, predict the reactants needed to synthesize it. The reactants are: F[C:2]1[C:3]([CH3:22])=[N:4][C:5]2[C:10]([N:11]=1)=[C:9]([C:12]1[NH:20][C:19]3[CH2:18][CH2:17][NH:16][C:15](=[O:21])[C:14]=3[CH:13]=1)[CH:8]=[CH:7][CH:6]=2.[CH3:23][N:24]1[CH2:27][CH:26]([NH2:28])[CH2:25]1.